Dataset: Forward reaction prediction with 1.9M reactions from USPTO patents (1976-2016). Task: Predict the product of the given reaction. (1) The product is: [ClH:46].[CH2:1]([O:8][C:9]1[CH:14]=[CH:13][N:12]([C:15]2[CH:20]=[C:19]3[NH:21][C:22]4[CH2:23][CH:24]5[N:29]([CH2:30][C:31]=4[C:18]3=[CH:17][CH:16]=2)[CH2:28][CH2:27][CH2:26][CH2:25]5)[C:11](=[O:42])[CH:10]=1)[C:2]1[CH:7]=[CH:6][CH:5]=[CH:4][CH:3]=1. Given the reactants [CH2:1]([O:8][C:9]1[CH:14]=[CH:13][N:12]([C:15]2[CH:20]=[C:19]3[N:21](S(C4C=CC(C)=CC=4)(=O)=O)[C:22]4[CH2:23][CH:24]5[N:29]([CH2:30][C:31]=4[C:18]3=[CH:17][CH:16]=2)[CH2:28][CH2:27][CH2:26][CH2:25]5)[C:11](=[O:42])[CH:10]=1)[C:2]1[CH:7]=[CH:6][CH:5]=[CH:4][CH:3]=1.[OH-].[Na+].C(Cl)[Cl:46], predict the reaction product. (2) Given the reactants [S:1]1[C:5]2[CH:6]=[CH:7][CH:8]=[CH:9][C:4]=2[N:3]=[C:2]1[C:10]1[CH:11]=[C:12]([S:15](Cl)(=[O:17])=[O:16])[S:13][CH:14]=1.[CH2:19]([O:21][C:22](=[O:30])[CH2:23][C:24]1[N:25]=[C:26]([NH2:29])[S:27][CH:28]=1)[CH3:20], predict the reaction product. The product is: [CH2:19]([O:21][C:22](=[O:30])[CH2:23][C:24]1[N:25]=[C:26]([NH:29][S:15]([C:12]2[S:13][CH:14]=[C:10]([C:2]3[S:1][C:5]4[CH:6]=[CH:7][CH:8]=[CH:9][C:4]=4[N:3]=3)[CH:11]=2)(=[O:17])=[O:16])[S:27][CH:28]=1)[CH3:20]. (3) Given the reactants Cl[CH2:2][C:3]([C:5]1[CH:10]=[CH:9][C:8]([F:11])=[CH:7][CH:6]=1)=[O:4].[CH2:12]([NH:15][CH2:16][CH:17]=[CH2:18])[CH:13]=[CH2:14].O, predict the reaction product. The product is: [CH2:12]([N:15]([CH2:16][CH:17]=[CH2:18])[CH2:2][C:3]([C:5]1[CH:10]=[CH:9][C:8]([F:11])=[CH:7][CH:6]=1)=[O:4])[CH:13]=[CH2:14]. (4) Given the reactants [NH2:1][C:2]1[C:10]([O:11][CH3:12])=[CH:9][CH:8]=[CH:7][C:3]=1[C:4]([OH:6])=[O:5].[CH2:13](OC(OCC)OCC)C.C(O)(=O)C, predict the reaction product. The product is: [CH3:12][O:11][C:10]1[C:2]2[N:1]=[CH:13][O:5][C:4](=[O:6])[C:3]=2[CH:7]=[CH:8][CH:9]=1.